Dataset: Full USPTO retrosynthesis dataset with 1.9M reactions from patents (1976-2016). Task: Predict the reactants needed to synthesize the given product. (1) Given the product [C:1]12([CH2:11][C:12]([NH:14][C:15]3[CH:24]=[CH:23][C:22]([NH:25][CH2:33][CH2:34][NH:35][CH2:36][CH2:37][OH:38])=[C:21]4[C:16]=3[CH:17]=[CH:18][CH:19]=[N:20]4)=[O:13])[CH2:10][CH:5]3[CH2:4][CH:3]([CH2:9][CH:7]([CH2:6]3)[CH2:8]1)[CH2:2]2, predict the reactants needed to synthesize it. The reactants are: [C:1]12([CH2:11][C:12]([NH:14][C:15]3[CH:24]=[CH:23][C:22]([N:25]([CH2:33][CH2:34][N:35](C(OC(C)(C)C)=O)[CH2:36][CH2:37][OH:38])C(=O)OC(C)(C)C)=[C:21]4[C:16]=3[CH:17]=[CH:18][CH:19]=[N:20]4)=[O:13])[CH2:10][CH:5]3[CH2:6][CH:7]([CH2:9][CH:3]([CH2:4]3)[CH2:2]1)[CH2:8]2.Cl. (2) Given the product [F:1][CH2:2][C:3]1([CH2:4][O:5][C@H:6]2[CH2:11][CH2:10][C@H:9]([N:12]3[C:17](=[O:18])[C:16]([CH2:19][C:20]4[CH:25]=[CH:24][C:23]([C:26]5[C:27]([C:32]#[N:33])=[CH:28][CH:29]=[CH:30][CH:31]=5)=[CH:22][CH:21]=4)=[C:15]([CH2:34][CH2:35][CH3:36])[N:14]4[N:37]=[CH:38][N:39]=[C:13]34)[CH2:8][CH2:7]2)[CH2:41][O:40]1, predict the reactants needed to synthesize it. The reactants are: [F:1][CH2:2][CH:3]([OH:40])[CH2:4][O:5][C@H:6]1[CH2:11][CH2:10][C@H:9]([N:12]2[C:17](=[O:18])[C:16]([CH2:19][C:20]3[CH:25]=[CH:24][C:23]([C:26]4[C:27]([C:32]#[N:33])=[CH:28][CH:29]=[CH:30][CH:31]=4)=[CH:22][CH:21]=3)=[C:15]([CH2:34][CH2:35][CH3:36])[N:14]3[N:37]=[CH:38][N:39]=[C:13]23)[CH2:8][CH2:7]1.[CH3:41]C(OI1(OC(C)=O)(OC(C)=O)OC(=O)C2C=CC=CC1=2)=O.C(=O)([O-])O.[Na+].S([O-])([O-])(=O)=S.[Na+].[Na+]. (3) Given the product [CH3:1][N:2]1[C:6](=[O:7])[NH:5][C:4]([C:16]2[CH:17]=[CH:18][C:19]([C:22]3[N:26]4[N:27]=[CH:28][CH:29]=[C:30]([N:31]5[CH2:32][CH2:33][O:34][CH2:35][CH2:36]5)[C:25]4=[N:24][C:23]=3[CH2:37][CH2:38][C:39]3[CH:48]=[CH:47][C:46]4[C:41](=[CH:42][CH:43]=[CH:44][CH:45]=4)[N:40]=3)=[CH:20][CH:21]=2)=[N:3]1, predict the reactants needed to synthesize it. The reactants are: [CH3:1][N:2]1[C:6](=[O:7])[N:5](COCC[Si](C)(C)C)[C:4]([C:16]2[CH:21]=[CH:20][C:19]([C:22]3[N:26]4[N:27]=[CH:28][CH:29]=[C:30]([N:31]5[CH2:36][CH2:35][O:34][CH2:33][CH2:32]5)[C:25]4=[N:24][C:23]=3[CH2:37][CH2:38][C:39]3[CH:48]=[CH:47][C:46]4[C:41](=[CH:42][CH:43]=[CH:44][CH:45]=4)[N:40]=3)=[CH:18][CH:17]=2)=[N:3]1.CCOCC. (4) Given the product [C:16]([O:15][C@@H:8]1[C@H:7]([O:19][CH2:20][C:21]2[CH:22]=[CH:23][CH:24]=[CH:25][CH:26]=2)[C@@:6]([CH2:5][O:4][C:1](=[O:3])[CH3:2])([CH2:27][O:28][CH2:29][C:30]2[CH:31]=[CH:32][CH:33]=[CH:34][CH:35]=2)[O:14][C@H:9]1[N:48]1[CH:49]=[CH:50][C:45]([NH:44][C:36](=[O:43])[C:37]2[CH:42]=[CH:41][CH:40]=[CH:39][CH:38]=2)=[N:46][C:47]1=[O:51])(=[O:18])[CH3:17], predict the reactants needed to synthesize it. The reactants are: [C:1]([O:4][CH2:5][C@:6]1([CH2:27][O:28][CH2:29][C:30]2[CH:35]=[CH:34][CH:33]=[CH:32][CH:31]=2)[O:14][CH:9](OC(=O)C)[C@H:8]([O:15][C:16](=[O:18])[CH3:17])[C@@H:7]1[O:19][CH2:20][C:21]1[CH:26]=[CH:25][CH:24]=[CH:23][CH:22]=1)(=[O:3])[CH3:2].[C:36]([NH:44][C:45]1[CH:50]=[CH:49][NH:48][C:47](=[O:51])[N:46]=1)(=[O:43])[C:37]1[CH:42]=[CH:41][CH:40]=[CH:39][CH:38]=1.C/C(/O[Si](C)(C)C)=N\[Si](C)(C)C.O([Si](C)(C)C)S(C(F)(F)F)(=O)=O.C(=O)([O-])O.[Na+]. (5) Given the product [Br:21][CH2:2][C:3]1[CH:20]=[CH:19][C:6]([O:7][CH2:8][C:9]([C:11]2[CH:16]=[CH:15][CH:14]=[C:13]([O:17][CH3:18])[CH:12]=2)=[O:10])=[CH:5][CH:4]=1, predict the reactants needed to synthesize it. The reactants are: O[CH2:2][C:3]1[CH:20]=[CH:19][C:6]([O:7][CH2:8][C:9]([C:11]2[CH:16]=[CH:15][CH:14]=[C:13]([O:17][CH3:18])[CH:12]=2)=[O:10])=[CH:5][CH:4]=1.[Br-:21].[Br-].C1(P(C2C=CC=CC=2)C2C=CC=CC=2)C=CC=CC=1.